Dataset: Catalyst prediction with 721,799 reactions and 888 catalyst types from USPTO. Task: Predict which catalyst facilitates the given reaction. Reactant: [N+:1]([C:4]1[CH:5]=[N:6][NH:7][CH:8]=1)([O-:3])=[O:2].[CH3:9][C:10]([O:13][C:14](O[C:14]([O:13][C:10]([CH3:12])([CH3:11])[CH3:9])=[O:15])=[O:15])([CH3:12])[CH3:11]. Product: [N+:1]([C:4]1[CH:5]=[N:6][N:7]([C:14]([O:13][C:10]([CH3:12])([CH3:11])[CH3:9])=[O:15])[CH:8]=1)([O-:3])=[O:2]. The catalyst class is: 79.